Dataset: Forward reaction prediction with 1.9M reactions from USPTO patents (1976-2016). Task: Predict the product of the given reaction. (1) Given the reactants [C:1]([CH:3]1[CH2:8][CH2:7][CH:6]([C:9]([OH:11])=O)[CH2:5][CH2:4]1)#[CH:2].CCN(CC)CC.F[P-](F)(F)(F)(F)F.N1(O[P+](N(C)C)(N(C)C)N(C)C)C2C=CC=CC=2N=N1.[F:46][C:47]([F:77])([F:76])[C:48]1[CH:49]=[C:50]([C:58]([CH3:75])([CH3:74])[C:59]([N:61]([CH3:73])[C@H:62]2[C@H:66]([C:67]3[CH:72]=[CH:71][CH:70]=[CH:69][CH:68]=3)[CH2:65][NH:64][CH2:63]2)=[O:60])[CH:51]=[C:52]([C:54]([F:57])([F:56])[F:55])[CH:53]=1, predict the reaction product. The product is: [F:76][C:47]([F:46])([F:77])[C:48]1[CH:49]=[C:50]([C:58]([CH3:74])([CH3:75])[C:59]([N:61]([C@H:62]2[C@H:66]([C:67]3[CH:72]=[CH:71][CH:70]=[CH:69][CH:68]=3)[CH2:65][N:64]([C:9]([CH:6]3[CH2:5][CH2:4][CH:3]([C:1]#[CH:2])[CH2:8][CH2:7]3)=[O:11])[CH2:63]2)[CH3:73])=[O:60])[CH:51]=[C:52]([C:54]([F:55])([F:56])[F:57])[CH:53]=1. (2) The product is: [C:1]1([C:38]([C:23]2[CH:22]=[CH:21][C:20]3[C:19]([CH3:18])([CH3:35])[CH2:28][CH2:27][C:26]([CH3:29])([CH3:30])[C:25]=3[CH:24]=2)=[O:40])[CH:6]=[CH:5][CH:4]=[CH:3][CH:2]=1. Given the reactants [C:1]1(Br)[CH:6]=[CH:5][CH:4]=[CH:3][CH:2]=1.[Br-].C1C=CC=CC=1.[Mg].II.[CH3:18][C:19]1([CH3:35])[CH2:28][CH2:27][C:26]([CH3:30])([CH3:29])[C:25]2[CH:24]=[C:23](C[N-]OC)[CH:22]=[CH:21][C:20]1=2.[Cl-].[NH4+].[CH2:38]([O:40]CC)C, predict the reaction product. (3) Given the reactants [Cl:1][C:2]1[C:11]2[C:6](=[CH:7][C:8]([OH:14])=[C:9]([O:12][CH3:13])[CH:10]=2)[N:5]=[CH:4][N:3]=1.[CH3:15][N:16]1[CH2:21][CH2:20][CH:19]([CH2:22]O)[CH2:18][CH2:17]1, predict the reaction product. The product is: [Cl:1][C:2]1[C:11]2[C:6](=[CH:7][C:8]([O:14][CH2:22][CH:19]3[CH2:20][CH2:21][N:16]([CH3:15])[CH2:17][CH2:18]3)=[C:9]([O:12][CH3:13])[CH:10]=2)[N:5]=[CH:4][N:3]=1. (4) Given the reactants [CH3:1][O:2][C:3]([C:5]1[CH:6]=[N:7][NH:8][C:9]=1[NH2:10])=[O:4].[C:11]([CH:13]=[C:14]1[CH2:19][CH2:18][N:17]([C:20]([O:22][C:23]([CH3:26])([CH3:25])[CH3:24])=[O:21])[CH2:16][CH2:15]1)#[N:12].C(#N)C.C[O-].[Na+], predict the reaction product. The product is: [NH2:10][C:9]1[C:5]([C:3]([O:2][CH3:1])=[O:4])=[CH:6][N:7]([C:14]2([CH2:13][C:11]#[N:12])[CH2:15][CH2:16][N:17]([C:20]([O:22][C:23]([CH3:24])([CH3:25])[CH3:26])=[O:21])[CH2:18][CH2:19]2)[N:8]=1. (5) Given the reactants C1C2C(=CC(C3SC(NC[CH:18]([OH:21])CC)=NN=3)=CC=2)C=CN=1.CN(C(ON1N=N[C:32]2[CH:33]=[CH:34][CH:35]=N[C:31]1=2)=[N+](C)C)C.[F:39][P-](F)(F)(F)(F)F.CC[N:48]([CH:52]([CH3:54])C)[CH:49]([CH3:51])C.[C:55]([O:59][C:60]([NH:62][C@@H:63]([CH2:70][C:71]1[CH:72]=[N:73][C:74]([C:77]([F:80])([F:79])[F:78])=[CH:75][CH:76]=1)[CH2:64][CH2:65][C:66]([NH:68][NH2:69])=[O:67])=[O:61])([CH3:58])([CH3:57])[CH3:56], predict the reaction product. The product is: [C:55]([O:59][C:60]([NH:62][C@@H:63]([CH2:70][C:71]1[CH:72]=[N:73][C:74]([C:77]([F:80])([F:78])[F:79])=[CH:75][CH:76]=1)[CH2:64][CH2:65][C:66]([NH:68][NH:69][C:18]([C:33]1[CH:34]=[C:35]2[C:51](=[CH:31][CH:32]=1)[CH:49]=[N:48][C:52]([F:39])=[CH:54]2)=[O:21])=[O:67])=[O:61])([CH3:58])([CH3:56])[CH3:57]. (6) Given the reactants [F:1][C:2]([F:21])([F:20])[S:3](N(C1C=CC=CC=1)[S:3]([C:2]([F:21])([F:20])[F:1])(=[O:5])=[O:4])(=[O:5])=[O:4].[CH3:22][C:23]1[O:27][C:26]([C:28]2[O:29][C:30]3[C:31](=[C:33]([OH:37])[CH:34]=[CH:35][CH:36]=3)[CH:32]=2)=[N:25][N:24]=1.C(N(CC)CC)C, predict the reaction product. The product is: [F:1][C:2]([F:21])([F:20])[S:3]([O:37][C:33]1[C:31]2[CH:32]=[C:28]([C:26]3[O:27][C:23]([CH3:22])=[N:24][N:25]=3)[O:29][C:30]=2[CH:36]=[CH:35][CH:34]=1)(=[O:5])=[O:4]. (7) Given the reactants [Cl:1][C:2]1[CH:10]=[C:9]([F:11])[CH:8]=[CH:7][C:3]=1[C:4]([OH:6])=[O:5].[N+:12]([O-])([O-:14])=[O:13].[K+], predict the reaction product. The product is: [Cl:1][C:2]1[CH:10]=[C:9]([F:11])[C:8]([N+:12]([O-:14])=[O:13])=[CH:7][C:3]=1[C:4]([OH:6])=[O:5].